Dataset: Reaction yield outcomes from USPTO patents with 853,638 reactions. Task: Predict the reaction yield, written as a fraction of the theoretical maximum amount of product (1.0 means a 100% yield; for example, 0.34 means a 34% yield). (1) The reactants are [OH-].[K+].C([O:5][C:6]([C:8]1[CH:9]=[N:10][N:11]([C:13]2[NH:22][C:21](=[O:23])[C:20]3[C:15](=[CH:16][C:17]([F:25])=[CH:18][C:19]=3[F:24])[N:14]=2)[CH:12]=1)=[O:7])C. The catalyst is C1COCC1. The product is [F:24][C:19]1[CH:18]=[C:17]([F:25])[CH:16]=[C:15]2[C:20]=1[C:21](=[O:23])[NH:22][C:13]([N:11]1[CH:12]=[C:8]([C:6]([OH:7])=[O:5])[CH:9]=[N:10]1)=[N:14]2. The yield is 0.980. (2) The reactants are Br[C:2]1[CH:7]=[CH:6][CH:5]=[CH:4][C:3]=1[C:8]1[CH:13]=[CH:12][CH:11]=[CH:10][C:9]=1[Br:14].[C:15]1(B(O)O)[CH:20]=[CH:19][CH:18]=[CH:17][CH:16]=1.C(=O)([O-])[O-].[Na+].[Na+]. The catalyst is C1C=CC([P]([Pd]([P](C2C=CC=CC=2)(C2C=CC=CC=2)C2C=CC=CC=2)([P](C2C=CC=CC=2)(C2C=CC=CC=2)C2C=CC=CC=2)[P](C2C=CC=CC=2)(C2C=CC=CC=2)C2C=CC=CC=2)(C2C=CC=CC=2)C2C=CC=CC=2)=CC=1.C1(C)C=CC=CC=1. The product is [C:15]1([C:2]2[CH:7]=[CH:6][CH:5]=[CH:4][C:3]=2[C:8]2[CH:13]=[CH:12][CH:11]=[CH:10][C:9]=2[Br:14])[CH:20]=[CH:19][CH:18]=[CH:17][CH:16]=1. The yield is 0.700. (3) The reactants are [CH3:1][O:2][C:3]1[CH:8]=[CH:7][C:6]([C:9]2[C:17]3[C:12](=[CH:13][CH:14]=[C:15]([C:18]#[N:19])[CH:16]=3)[NH:11][N:10]=2)=[CH:5][CH:4]=1.[OH:20]O.[OH-].[Na+].Cl. The catalyst is O.C(O)C. The product is [CH3:1][O:2][C:3]1[CH:4]=[CH:5][C:6]([C:9]2[C:17]3[C:12](=[CH:13][CH:14]=[C:15]([C:18]([NH2:19])=[O:20])[CH:16]=3)[NH:11][N:10]=2)=[CH:7][CH:8]=1. The yield is 0.416. (4) The reactants are C([N:8]1[CH2:14][CH2:13][CH2:12][CH2:11][CH:10]([CH2:15][OH:16])[CH2:9]1)C1C=CC=CC=1. The catalyst is CO.[Pd]. The product is [NH:8]1[CH2:14][CH2:13][CH2:12][CH2:11][CH:10]([CH2:15][OH:16])[CH2:9]1. The yield is 0.600.